This data is from Peptide-MHC class I binding affinity with 185,985 pairs from IEDB/IMGT. The task is: Regression. Given a peptide amino acid sequence and an MHC pseudo amino acid sequence, predict their binding affinity value. This is MHC class I binding data. (1) The peptide sequence is KFGYGAKDVR. The MHC is Patr-A0101 with pseudo-sequence Patr-A0101. The binding affinity (normalized) is 0.787. (2) The peptide sequence is RRGWEVLKY. The MHC is HLA-B57:01 with pseudo-sequence HLA-B57:01. The binding affinity (normalized) is 0.0958. (3) The peptide sequence is FLMGFNRDV. The MHC is HLA-A02:19 with pseudo-sequence HLA-A02:19. The binding affinity (normalized) is 1.00. (4) The peptide sequence is KLFDLHGRR. The MHC is HLA-A31:01 with pseudo-sequence HLA-A31:01. The binding affinity (normalized) is 0.770. (5) The peptide sequence is RALIKTLPRASYSSH. The MHC is HLA-B54:01 with pseudo-sequence YYAGYRNIYAQTDESNLYWTYNLYTWAVLAYTWY. The binding affinity (normalized) is 0.00625. (6) The peptide sequence is MMWIPGWFG. The MHC is HLA-B46:01 with pseudo-sequence HLA-B46:01. The binding affinity (normalized) is 0.0847.